The task is: Regression. Given two drug SMILES strings and cell line genomic features, predict the synergy score measuring deviation from expected non-interaction effect.. This data is from NCI-60 drug combinations with 297,098 pairs across 59 cell lines. (1) Drug 1: CNC(=O)C1=CC=CC=C1SC2=CC3=C(C=C2)C(=NN3)C=CC4=CC=CC=N4. Drug 2: CS(=O)(=O)CCNCC1=CC=C(O1)C2=CC3=C(C=C2)N=CN=C3NC4=CC(=C(C=C4)OCC5=CC(=CC=C5)F)Cl. Cell line: SF-295. Synergy scores: CSS=6.29, Synergy_ZIP=-2.47, Synergy_Bliss=-0.996, Synergy_Loewe=-2.71, Synergy_HSA=-0.743. (2) Drug 1: CC1=C2C(C(=O)C3(C(CC4C(C3C(C(C2(C)C)(CC1OC(=O)C(C(C5=CC=CC=C5)NC(=O)OC(C)(C)C)O)O)OC(=O)C6=CC=CC=C6)(CO4)OC(=O)C)OC)C)OC. Drug 2: CCN(CC)CCCC(C)NC1=C2C=C(C=CC2=NC3=C1C=CC(=C3)Cl)OC. Cell line: MDA-MB-435. Synergy scores: CSS=52.9, Synergy_ZIP=2.47, Synergy_Bliss=0.195, Synergy_Loewe=-6.88, Synergy_HSA=1.96. (3) Drug 1: CS(=O)(=O)C1=CC(=C(C=C1)C(=O)NC2=CC(=C(C=C2)Cl)C3=CC=CC=N3)Cl. Drug 2: C1C(C(OC1N2C=NC3=C(N=C(N=C32)Cl)N)CO)O. Cell line: UACC62. Synergy scores: CSS=8.25, Synergy_ZIP=-1.46, Synergy_Bliss=2.47, Synergy_Loewe=-2.94, Synergy_HSA=1.61. (4) Drug 1: CN1CCC(CC1)COC2=C(C=C3C(=C2)N=CN=C3NC4=C(C=C(C=C4)Br)F)OC. Drug 2: CCC1=CC2CC(C3=C(CN(C2)C1)C4=CC=CC=C4N3)(C5=C(C=C6C(=C5)C78CCN9C7C(C=CC9)(C(C(C8N6C)(C(=O)OC)O)OC(=O)C)CC)OC)C(=O)OC.C(C(C(=O)O)O)(C(=O)O)O. Cell line: SNB-19. Synergy scores: CSS=62.6, Synergy_ZIP=24.0, Synergy_Bliss=23.3, Synergy_Loewe=16.3, Synergy_HSA=23.8. (5) Drug 1: CC1=C(N=C(N=C1N)C(CC(=O)N)NCC(C(=O)N)N)C(=O)NC(C(C2=CN=CN2)OC3C(C(C(C(O3)CO)O)O)OC4C(C(C(C(O4)CO)O)OC(=O)N)O)C(=O)NC(C)C(C(C)C(=O)NC(C(C)O)C(=O)NCCC5=NC(=CS5)C6=NC(=CS6)C(=O)NCCC[S+](C)C)O. Drug 2: COCCOC1=C(C=C2C(=C1)C(=NC=N2)NC3=CC=CC(=C3)C#C)OCCOC.Cl. Cell line: SF-539. Synergy scores: CSS=48.0, Synergy_ZIP=-2.57, Synergy_Bliss=-2.46, Synergy_Loewe=-19.4, Synergy_HSA=0.425. (6) Synergy scores: CSS=51.6, Synergy_ZIP=0.479, Synergy_Bliss=0.135, Synergy_Loewe=-0.639, Synergy_HSA=4.51. Drug 2: CCC1=C2CN3C(=CC4=C(C3=O)COC(=O)C4(CC)O)C2=NC5=C1C=C(C=C5)O. Cell line: HCT116. Drug 1: C1CCC(CC1)NC(=O)N(CCCl)N=O. (7) Drug 1: CN(C)N=NC1=C(NC=N1)C(=O)N. Drug 2: C1=CN(C=N1)CC(O)(P(=O)(O)O)P(=O)(O)O. Cell line: EKVX. Synergy scores: CSS=-3.31, Synergy_ZIP=0.443, Synergy_Bliss=-1.95, Synergy_Loewe=-4.54, Synergy_HSA=-3.47.